Dataset: NCI-60 drug combinations with 297,098 pairs across 59 cell lines. Task: Regression. Given two drug SMILES strings and cell line genomic features, predict the synergy score measuring deviation from expected non-interaction effect. (1) Drug 1: CN1C(=O)N2C=NC(=C2N=N1)C(=O)N. Drug 2: CC1CCC2CC(C(=CC=CC=CC(CC(C(=O)C(C(C(=CC(C(=O)CC(OC(=O)C3CCCCN3C(=O)C(=O)C1(O2)O)C(C)CC4CCC(C(C4)OC)O)C)C)O)OC)C)C)C)OC. Cell line: OVCAR-5. Synergy scores: CSS=19.6, Synergy_ZIP=-5.40, Synergy_Bliss=0.851, Synergy_Loewe=-9.74, Synergy_HSA=-0.0357. (2) Drug 1: CN(C)N=NC1=C(NC=N1)C(=O)N. Drug 2: CC1=C2C(C(=O)C3(C(CC4C(C3C(C(C2(C)C)(CC1OC(=O)C(C(C5=CC=CC=C5)NC(=O)OC(C)(C)C)O)O)OC(=O)C6=CC=CC=C6)(CO4)OC(=O)C)O)C)O. Cell line: SR. Synergy scores: CSS=53.7, Synergy_ZIP=-2.33, Synergy_Bliss=-5.68, Synergy_Loewe=-57.2, Synergy_HSA=-4.49. (3) Synergy scores: CSS=11.7, Synergy_ZIP=-2.13, Synergy_Bliss=0.319, Synergy_Loewe=-0.473, Synergy_HSA=-0.815. Drug 2: CC1C(C(=O)NC(C(=O)N2CCCC2C(=O)N(CC(=O)N(C(C(=O)O1)C(C)C)C)C)C(C)C)NC(=O)C3=C4C(=C(C=C3)C)OC5=C(C(=O)C(=C(C5=N4)C(=O)NC6C(OC(=O)C(N(C(=O)CN(C(=O)C7CCCN7C(=O)C(NC6=O)C(C)C)C)C)C(C)C)C)N)C. Cell line: UO-31. Drug 1: CC(CN1CC(=O)NC(=O)C1)N2CC(=O)NC(=O)C2. (4) Drug 1: C#CCC(CC1=CN=C2C(=N1)C(=NC(=N2)N)N)C3=CC=C(C=C3)C(=O)NC(CCC(=O)O)C(=O)O. Drug 2: C(CCl)NC(=O)N(CCCl)N=O. Cell line: UO-31. Synergy scores: CSS=-0.577, Synergy_ZIP=1.05, Synergy_Bliss=1.46, Synergy_Loewe=-1.98, Synergy_HSA=-2.06. (5) Drug 1: CCC1=CC2CC(C3=C(CN(C2)C1)C4=CC=CC=C4N3)(C5=C(C=C6C(=C5)C78CCN9C7C(C=CC9)(C(C(C8N6C)(C(=O)OC)O)OC(=O)C)CC)OC)C(=O)OC.C(C(C(=O)O)O)(C(=O)O)O. Drug 2: C(CN)CNCCSP(=O)(O)O. Cell line: MOLT-4. Synergy scores: CSS=44.0, Synergy_ZIP=-1.18, Synergy_Bliss=-1.24, Synergy_Loewe=-25.9, Synergy_HSA=-1.60. (6) Drug 1: C1=CC=C(C(=C1)C(C2=CC=C(C=C2)Cl)C(Cl)Cl)Cl. Drug 2: CC12CCC3C(C1CCC2O)C(CC4=C3C=CC(=C4)O)CCCCCCCCCS(=O)CCCC(C(F)(F)F)(F)F. Cell line: UO-31. Synergy scores: CSS=0.418, Synergy_ZIP=0.204, Synergy_Bliss=0.711, Synergy_Loewe=-1.70, Synergy_HSA=-2.40. (7) Drug 1: C1CCC(CC1)NC(=O)N(CCCl)N=O. Drug 2: CC1C(C(=O)NC(C(=O)N2CCCC2C(=O)N(CC(=O)N(C(C(=O)O1)C(C)C)C)C)C(C)C)NC(=O)C3=C4C(=C(C=C3)C)OC5=C(C(=O)C(=C(C5=N4)C(=O)NC6C(OC(=O)C(N(C(=O)CN(C(=O)C7CCCN7C(=O)C(NC6=O)C(C)C)C)C)C(C)C)C)N)C. Cell line: NCI-H322M. Synergy scores: CSS=-7.43, Synergy_ZIP=1.42, Synergy_Bliss=-4.21, Synergy_Loewe=-6.13, Synergy_HSA=-5.60.